Dataset: Full USPTO retrosynthesis dataset with 1.9M reactions from patents (1976-2016). Task: Predict the reactants needed to synthesize the given product. (1) The reactants are: [NH2:1][C:2]1[CH:3]=[N:4][C:5]([NH:8][C:9]2[CH:24]=[CH:23][C:12]([C:13]([NH:15][CH2:16][CH2:17][N:18]3[CH2:22][CH2:21][CH2:20][CH2:19]3)=[O:14])=[CH:11][CH:10]=2)=[N:6][CH:7]=1.C([O:28][C:29]1[C:30]([CH3:38])=[C:31]([CH:35]=[CH:36][CH:37]=1)[C:32](Cl)=[O:33])(=O)C.C(N(C(C)C)CC)(C)C.C[O-].[Na+]. Given the product [OH:28][C:29]1[C:30]([CH3:38])=[C:31]([CH:35]=[CH:36][CH:37]=1)[C:32]([NH:1][C:2]1[CH:3]=[N:4][C:5]([NH:8][C:9]2[CH:10]=[CH:11][C:12]([C:13](=[O:14])[NH:15][CH2:16][CH2:17][N:18]3[CH2:19][CH2:20][CH2:21][CH2:22]3)=[CH:23][CH:24]=2)=[N:6][CH:7]=1)=[O:33], predict the reactants needed to synthesize it. (2) Given the product [C@@H:10]1([N:40]2[C:48]3[C:43](=[C:44]([CH3:49])[CH:45]=[CH:46][CH:47]=3)[C:42]([CH2:50][C:51]3[CH:56]=[CH:55][C:54]([C:57]([O:59][CH:60]([CH2:71][OH:72])[CH2:61][OH:62])=[O:58])=[CH:53][CH:52]=3)=[CH:41]2)[O:11][C@H:12]([CH2:31][OH:32])[C@@H:13]([OH:23])[C@H:14]([OH:15])[C@H:9]1[OH:8], predict the reactants needed to synthesize it. The reactants are: C([O:8][C@@H:9]1[C@@H:14]([O:15]CC2C=CC=CC=2)[C@H:13]([O:23]CC2C=CC=CC=2)[C@@H:12]([CH2:31][O:32]CC2C=CC=CC=2)[O:11][C@H:10]1[N:40]1[C:48]2[C:43](=[C:44]([CH3:49])[CH:45]=[CH:46][CH:47]=2)[C:42]([CH2:50][C:51]2[CH:56]=[CH:55][C:54]([C:57]([O:59][CH:60]3OC(C4C=CC=CC=4)[O:62][CH2:61]3)=[O:58])=[CH:53][CH:52]=2)=[CH:41]1)C1C=CC=CC=1.[CH3:71][OH:72]. (3) Given the product [Cl:1][C:2]1[CH:3]=[C:4]([CH:8]=[CH:9][N:10]=1)[C:5]([O:7][CH3:11])=[O:6], predict the reactants needed to synthesize it. The reactants are: [Cl:1][C:2]1[CH:3]=[C:4]([CH:8]=[CH:9][N:10]=1)[C:5]([OH:7])=[O:6].[C:11](=O)([O-])[O-].[K+].[K+].CI.C(OCC)(=O)C. (4) Given the product [ClH:17].[N:1]1([C:22](=[NH:18])[NH2:21])[CH2:7][CH2:6][CH2:5][CH2:4][CH2:3][CH2:2]1, predict the reactants needed to synthesize it. The reactants are: [NH:1]1[CH2:7][CH2:6][CH2:5][CH2:4][CH2:3][CH2:2]1.C(N(C(C)C)CC)(C)C.[ClH:17].[N:18]1(C(=N)N)[CH:22]=[N:21]C=N1.CCOCC. (5) Given the product [CH2:1]([O:3][C:4](=[O:13])[C:5]([C:6]1[C:7]([CH3:12])=[N:8][CH:9]=[CH:10][CH:11]=1)=[CH:17][N:18]([CH3:20])[CH3:19])[CH3:2], predict the reactants needed to synthesize it. The reactants are: [CH2:1]([O:3][C:4](=[O:13])[CH2:5][C:6]1[C:7]([CH3:12])=[N:8][CH:9]=[CH:10][CH:11]=1)[CH3:2].C(O[CH:17](OCC)[N:18]([CH3:20])[CH3:19])C. (6) Given the product [F:1][C:2]1[CH:7]=[CH:6][C:5]([CH3:8])=[CH:4][C:3]=1[NH:9][C:10]([C:11]1[CH:12]=[C:13]([CH:14]=[CH:15][CH:16]=1)[O:17][C:20]1[CH:25]=[CH:24][N:23]=[C:22]2[CH:26]=[C:27]([C:29]([O:31][CH3:32])=[O:30])[S:28][C:21]=12)=[O:18], predict the reactants needed to synthesize it. The reactants are: [F:1][C:2]1[CH:7]=[CH:6][C:5]([CH3:8])=[CH:4][C:3]=1[NH:9][C:10](=[O:18])[C:11]1[CH:16]=[CH:15][CH:14]=[C:13]([OH:17])[CH:12]=1.Cl[C:20]1[CH:25]=[CH:24][N:23]=[C:22]2[CH:26]=[C:27]([C:29]([O:31][CH3:32])=[O:30])[S:28][C:21]=12.C(=O)([O-])[O-].[Cs+].[Cs+]. (7) Given the product [CH2:14]1[C:15]2[C:16](=[CH:10][CH:1]=[CH:2][CH:3]=2)[CH:17]=[CH:18][C:13]1=[C:5]1[CH2:6][CH2:7][CH2:8][C:11](=[C:2]2[CH:3]=[CH:4][C:5]3[C:10](=[CH:9][CH:8]=[CH:7][CH:6]=3)[CH2:1]2)[C:4]1=[O:20], predict the reactants needed to synthesize it. The reactants are: [CH:1]1[C:10]2[C:5](=[CH:6][CH:7]=[CH:8][CH:9]=2)[CH:4]=[CH:3][C:2]=1[CH:11]=O.[C:13]1(=O)[CH2:18][CH2:17][CH2:16][CH2:15][CH2:14]1.[OH-:20].[Na+].